Task: Predict the reactants needed to synthesize the given product.. Dataset: Full USPTO retrosynthesis dataset with 1.9M reactions from patents (1976-2016) (1) The reactants are: Br[C:2]1[C:3]([NH2:9])=[N:4][CH:5]=[C:6]([Br:8])[N:7]=1.[C:10]([O:14][C:15](=[O:20])[NH:16][CH2:17][C:18]#[CH:19])([CH3:13])([CH3:12])[CH3:11].C(N(CC)CC)C. Given the product [C:10]([O:14][C:15](=[O:20])[NH:16][CH2:17][C:18]#[C:19][C:2]1[C:3]([NH2:9])=[N:4][CH:5]=[C:6]([Br:8])[N:7]=1)([CH3:13])([CH3:12])[CH3:11], predict the reactants needed to synthesize it. (2) The reactants are: [CH2:1]([C:3]1[CH:8]=[CH:7][C:6]([C:9]2[C:17]3[C:12](=[N:13][CH:14]=[CH:15][C:16]=3[NH:18][CH2:19][C:20]([CH3:33])([CH3:32])[CH2:21][O:22][CH2:23][CH2:24][C:25]([O:27]C(C)(C)C)=[O:26])[O:11][C:10]=2[C:34]2[CH:39]=[CH:38][CH:37]=[CH:36][CH:35]=2)=[CH:5][CH:4]=1)[CH3:2].FC(F)(F)C(O)=O. Given the product [CH2:1]([C:3]1[CH:4]=[CH:5][C:6]([C:9]2[C:17]3[C:12](=[N:13][CH:14]=[CH:15][C:16]=3[NH:18][CH2:19][C:20]([CH3:33])([CH3:32])[CH2:21][O:22][CH2:23][CH2:24][C:25]([OH:27])=[O:26])[O:11][C:10]=2[C:34]2[CH:35]=[CH:36][CH:37]=[CH:38][CH:39]=2)=[CH:7][CH:8]=1)[CH3:2], predict the reactants needed to synthesize it. (3) Given the product [C:15]1([CH2:21][CH2:22][CH2:23][N:12]2[CH2:13][CH2:14][N:9]([CH:3]3[CH2:8][CH2:7][CH2:6][CH2:5][CH2:4]3)[CH2:10][CH2:11]2)[CH:20]=[CH:19][CH:18]=[CH:17][CH:16]=1, predict the reactants needed to synthesize it. The reactants are: CO.[CH:3]1([N:9]2[CH2:14][CH2:13][NH:12][CH2:11][CH2:10]2)[CH2:8][CH2:7][CH2:6][CH2:5][CH2:4]1.[C:15]1([CH2:21][CH2:22][CH:23]=O)[CH:20]=[CH:19][CH:18]=[CH:17][CH:16]=1.C(O[BH-](OC(=O)C)OC(=O)C)(=O)C.[Na+]. (4) Given the product [Cl-:11].[S:8]([NH+:1]1[CH2:6][CH2:5][NH:4][CH2:3][CH2:2]1)([CH3:7])(=[O:10])=[O:9], predict the reactants needed to synthesize it. The reactants are: [NH:1]1[CH2:6][CH2:5][NH:4][CH2:3][CH2:2]1.[CH3:7][S:8]([Cl:11])(=[O:10])=[O:9]. (5) Given the product [NH2:1][CH:2]([C:5]1([C:10]2[CH:15]=[CH:14][C:13]([F:16])=[CH:12][CH:11]=2)[CH2:6][CH2:7][CH:8]([OH:18])[CH2:9]1)[CH2:3][CH3:4], predict the reactants needed to synthesize it. The reactants are: [NH2:1][CH:2]([C:5]1([C:10]2[CH:15]=[CH:14][C:13]([F:16])=[CH:12][CH:11]=2)[CH2:9][CH:8]=[CH:7][CH2:6]1)[CH2:3][CH3:4].B.[OH:18]O.[OH-].[Na+]. (6) Given the product [C:1]([O:5][C:6]([NH:8][C:9]1([C:10](=[O:17])[CH2:11][C:12]([O:14][CH2:15][CH3:16])=[O:13])[CH2:22][CH2:21]1)=[O:7])([CH3:3])([CH3:4])[CH3:2], predict the reactants needed to synthesize it. The reactants are: [C:1]([O:5][C:6]([NH:8][CH2:9][C:10](=[O:17])[CH2:11][C:12]([O:14][CH2:15][CH3:16])=[O:13])=[O:7])([CH3:4])([CH3:3])[CH3:2].C(NC1(C(O)=O)CC1)(O[C:21](C)(C)[CH3:22])=O. (7) Given the product [N+:1]([C:4]1[CH:5]=[C:6]2[C:10](=[CH:11][CH:12]=1)[C:9](=[O:13])[N:8]([CH2:17][CH2:16][S:15][C:30]1[CH:29]=[CH:11][CH:12]=[CH:4][CH:5]=1)[C:7]2=[O:14])([O-:3])=[O:2], predict the reactants needed to synthesize it. The reactants are: [N+:1]([C:4]1[CH:5]=[C:6]2[C:10](=[CH:11][CH:12]=1)[C:9](=[O:13])[NH:8][C:7]2=[O:14])([O-:3])=[O:2].[SH:15][CH2:16][CH2:17]O.CCOC(/N=N/C(O[CH2:29][CH3:30])=O)=O. (8) Given the product [ClH:22].[ClH:22].[N:1]1([CH:5]2[CH2:8][NH:7][CH2:6]2)[CH2:4][CH2:3][CH2:2]1, predict the reactants needed to synthesize it. The reactants are: [N:1]1([CH:5]2[CH2:8][N:7](C(C3C=CC=CC=3)C3C=CC=CC=3)[CH2:6]2)[CH2:4][CH2:3][CH2:2]1.[ClH:22]. (9) Given the product [CH:11]([C:7]1[N:6]=[C:5]([C:3]([O:2][CH3:1])=[O:4])[CH:10]=[CH:9][CH:8]=1)=[O:12], predict the reactants needed to synthesize it. The reactants are: [CH3:1][O:2][C:3]([C:5]1[CH:10]=[CH:9][CH:8]=[C:7]([C:11](OC)=[O:12])[N:6]=1)=[O:4].[BH4-].[Na+].C(O)(=O)CC(CC(O)=O)(C(O)=O)O. (10) Given the product [Cl:8][C:6]1[CH:5]=[CH:4][C:3]([CH2:9][S:10][CH2:11][C:12]2[CH:17]=[CH:16][C:15]([O:18][CH3:19])=[CH:14][CH:13]=2)=[C:2]([CH:7]=1)[CH:33]=[O:34], predict the reactants needed to synthesize it. The reactants are: Br[C:2]1[CH:7]=[C:6]([Cl:8])[CH:5]=[CH:4][C:3]=1[CH2:9][S:10][CH2:11][C:12]1[CH:17]=[CH:16][C:15]([O:18][CH3:19])=[CH:14][CH:13]=1.C([Li])CCC.CCCCCC.CN(C)[CH:33]=[O:34].